From a dataset of CYP3A4 inhibition data for predicting drug metabolism from PubChem BioAssay. Regression/Classification. Given a drug SMILES string, predict its absorption, distribution, metabolism, or excretion properties. Task type varies by dataset: regression for continuous measurements (e.g., permeability, clearance, half-life) or binary classification for categorical outcomes (e.g., BBB penetration, CYP inhibition). Dataset: cyp3a4_veith. The compound is Cc1ccccc1CSc1nccn1-c1ccccc1. The result is 1 (inhibitor).